Predict the reactants needed to synthesize the given product. From a dataset of Full USPTO retrosynthesis dataset with 1.9M reactions from patents (1976-2016). Given the product [CH:55]1([C:58]([NH:1][C:2]2[CH:7]=[C:6]([C:8]3[C:9]([C:20]4[CH:25]=[CH:24][CH:23]=[CH:22][C:21]=4[F:26])=[N:10][N:11]([C:13]4[CH:18]=[CH:17][C:16](=[O:19])[NH:15][N:14]=4)[CH:12]=3)[CH:5]=[CH:4][N:3]=2)=[O:59])[CH2:57][CH2:56]1, predict the reactants needed to synthesize it. The reactants are: [NH2:1][C:2]1[CH:7]=[C:6]([C:8]2[C:9]([C:20]3[CH:25]=[CH:24][CH:23]=[CH:22][C:21]=3[F:26])=[N:10][N:11]([C:13]3[CH:18]=[CH:17][C:16](=[O:19])[NH:15][N:14]=3)[CH:12]=2)[CH:5]=[CH:4][N:3]=1.NC1C=C(C2C(C3C=CC(F)=CC=3)=NN(C3C=CC4N(C=NN=4)N=3)C=2)C=CN=1.[CH:55]1([C:58](Cl)=[O:59])[CH2:57][CH2:56]1.